Predict the product of the given reaction. From a dataset of Forward reaction prediction with 1.9M reactions from USPTO patents (1976-2016). (1) Given the reactants [C:1]([C:4]1[CH:5]=[CH:6][C:7](OS(C(F)(F)F)(=O)=O)=[C:8]([CH:13]=1)[C:9]([O:11][CH3:12])=[O:10])(=[O:3])[CH3:2].[Cl-].[Li+].C(=O)([O-])[O-].[Na+].[Na+].[F:30][C:31]([F:42])([F:41])[C:32]1[CH:37]=[CH:36][C:35](B(O)O)=[CH:34][CH:33]=1, predict the reaction product. The product is: [C:1]([C:4]1[CH:13]=[C:8]([C:9]([O:11][CH3:12])=[O:10])[C:7]([C:35]2[CH:36]=[CH:37][C:32]([C:31]([F:42])([F:41])[F:30])=[CH:33][CH:34]=2)=[CH:6][CH:5]=1)(=[O:3])[CH3:2]. (2) Given the reactants [Br:1][C:2]1[CH:7]=[CH:6][C:5]([C:8]2[N:12]([C:13]3[CH:14]=[CH:15][C:16]([S:19]([NH2:22])(=[O:21])=[O:20])=[N:17][CH:18]=3)[N:11]=[C:10]([C:23]([F:26])([F:25])[F:24])[CH:9]=2)=[CH:4][CH:3]=1.[Cl:27]N1C(=O)CCC1=O.S([O-])([O-])(=O)=S.[Na+].[Na+].C(OCC)C, predict the reaction product. The product is: [Br:1][C:2]1[CH:7]=[CH:6][C:5]([C:8]2[N:12]([C:13]3[CH:14]=[CH:15][C:16]([S:19]([NH2:22])(=[O:20])=[O:21])=[N:17][CH:18]=3)[N:11]=[C:10]([C:23]([F:26])([F:24])[F:25])[C:9]=2[Cl:27])=[CH:4][CH:3]=1. (3) Given the reactants Br[CH2:2][C:3]1[CH:8]=[CH:7][C:6]([F:9])=[CH:5][CH:4]=1.[F:10][C:11]1[CH:32]=[CH:31][C:14]([CH2:15][NH:16][C:17]([C:19]2[S:23][C:22]([N:24]3[CH2:28][CH2:27][CH2:26][C:25]3=[O:29])=[N:21][C:20]=2[CH3:30])=[O:18])=[CH:13][CH:12]=1, predict the reaction product. The product is: [F:10][C:11]1[CH:32]=[CH:31][C:14]([CH2:15][NH:16][C:17]([C:19]2[S:23][C:22]([N:24]3[CH2:28][CH2:27][CH:26]([CH2:2][C:3]4[CH:8]=[CH:7][C:6]([F:9])=[CH:5][CH:4]=4)[C:25]3=[O:29])=[N:21][C:20]=2[CH3:30])=[O:18])=[CH:13][CH:12]=1. (4) Given the reactants [OH:1][C:2]1[CH:3]=[C:4]2[C:8](=[CH:9][CH:10]=1)[CH2:7][CH:6]([C:11]([O:13][CH3:14])=[O:12])[CH2:5]2.[S:15](O[S:15]([C:18]([F:21])([F:20])[F:19])(=[O:17])=[O:16])([C:18]([F:21])([F:20])[F:19])(=[O:17])=[O:16], predict the reaction product. The product is: [F:19][C:18]([F:21])([F:20])[S:15]([O:1][C:2]1[CH:3]=[C:4]2[C:8](=[CH:9][CH:10]=1)[CH2:7][CH:6]([C:11]([O:13][CH3:14])=[O:12])[CH2:5]2)(=[O:17])=[O:16]. (5) Given the reactants [F:1][C:2]1[CH:3]=[CH:4][C:5]([N+:15]([O-])=O)=[C:6]([NH:8][C:9]2[CH:14]=[CH:13][N:12]=[CH:11][CH:10]=2)[CH:7]=1.CO.[NH4+].[Cl-], predict the reaction product. The product is: [F:1][C:2]1[CH:7]=[C:6]([NH:8][C:9]2[CH:10]=[CH:11][N:12]=[CH:13][CH:14]=2)[C:5]([NH2:15])=[CH:4][CH:3]=1. (6) Given the reactants [S:1]1[C:10]2[CH2:9][CH2:8][NH:7][CH2:6][CH2:5][C:4]=2[N:3]=[C:2]1[C:11]1[CH:18]=[CH:17][C:14]([C:15]#[N:16])=[CH:13][CH:12]=1.[C:19]1(=O)[CH2:22][CH2:21][CH2:20]1.C(O[BH-](OC(=O)C)OC(=O)C)(=O)C.[Na+], predict the reaction product. The product is: [CH:19]1([N:7]2[CH2:8][CH2:9][C:10]3[S:1][C:2]([C:11]4[CH:18]=[CH:17][C:14]([C:15]#[N:16])=[CH:13][CH:12]=4)=[N:3][C:4]=3[CH2:5][CH2:6]2)[CH2:22][CH2:21][CH2:20]1. (7) Given the reactants [CH3:1][C:2]1[C:10]2[C:6](=[CH:7][N:8](COCC[Si](C)(C)C)[N:9]=2)[CH:5]=[C:4]([CH2:19][CH:20]([NH:33][C:34](=O)[O:35]C(C)(C)C)[C:21]2[N:22]([CH2:26][C:27]3[CH:28]=[N:29][CH:30]=[CH:31][CH:32]=3)[CH:23]=[CH:24][N:25]=2)[CH:3]=1.Cl.C(C1NC=CN=1)(C1NC=CN=1)=O.[NH:54]1[CH2:59][CH2:58][CH:57]([N:60]2[CH2:69][C:68]3[C:63](=[CH:64][CH:65]=[CH:66][CH:67]=3)[NH:62][C:61]2=[O:70])[CH2:56][CH2:55]1, predict the reaction product. The product is: [CH3:1][C:2]1[CH:3]=[C:4]([CH2:19][CH:20]([NH:33][C:34]([N:54]2[CH2:55][CH2:56][CH:57]([N:60]3[CH2:69][C:68]4[C:63](=[CH:64][CH:65]=[CH:66][CH:67]=4)[NH:62][C:61]3=[O:70])[CH2:58][CH2:59]2)=[O:35])[C:21]2[N:22]([CH2:26][C:27]3[CH:28]=[N:29][CH:30]=[CH:31][CH:32]=3)[CH:23]=[CH:24][N:25]=2)[CH:5]=[C:6]2[C:10]=1[NH:9][N:8]=[CH:7]2. (8) Given the reactants C(O)(=O)C.[NH2:5][C:6]1[C:11]([O:12][CH3:13])=[CH:10][C:9]([Cl:14])=[CH:8][C:7]=1[CH:15]([C:17]1[CH:22]=[CH:21][CH:20]=[C:19]([O:23][CH3:24])[C:18]=1[O:25][CH3:26])[OH:16].[CH3:27][O:28][C:29]1[CH:36]=[C:35]([O:37][CH3:38])[CH:34]=[CH:33][C:30]=1[CH:31]=O.[BH4-].[Na+], predict the reaction product. The product is: [Cl:14][C:9]1[CH:10]=[C:11]([O:12][CH3:13])[C:6]([NH:5][CH2:31][C:30]2[CH:33]=[CH:34][C:35]([O:37][CH3:38])=[CH:36][C:29]=2[O:28][CH3:27])=[C:7]([CH:15]([C:17]2[CH:22]=[CH:21][CH:20]=[C:19]([O:23][CH3:24])[C:18]=2[O:25][CH3:26])[OH:16])[CH:8]=1. (9) Given the reactants [Br:1][C:2]1[CH:7]=[C:6]([NH2:8])[N:5]=[C:4]([NH2:9])[CH:3]=1.Br[CH2:11][C:12](=O)[C:13]([O:15][CH2:16][CH3:17])=[O:14], predict the reaction product. The product is: [NH2:8][C:6]1[N:5]2[CH:11]=[C:12]([C:13]([O:15][CH2:16][CH3:17])=[O:14])[N:9]=[C:4]2[CH:3]=[C:2]([Br:1])[CH:7]=1.